Dataset: Reaction yield outcomes from USPTO patents with 853,638 reactions. Task: Predict the reaction yield, written as a fraction of the theoretical maximum amount of product (1.0 means a 100% yield; for example, 0.34 means a 34% yield). (1) The reactants are C(N(CC)CC)C.[C:8]1([CH3:46])[CH:13]=[C:12]([CH3:14])[CH:11]=[C:10]([CH3:15])[C:9]=1[C:16]1[C:17]([C:37]2C(C)=CC(C)=CC=2C)=[N:18][N:19]2[C:24]3[NH:25][CH2:26][CH2:27][C:23]=3[C:22]([C:28]3C(C)=CC(C)=CC=3C)=[N:21][C:20]=12.[C:47](Cl)(=[O:51])[CH2:48][CH2:49][CH3:50].O. The catalyst is ClCCl. The product is [C:10]1([CH3:15])[CH:11]=[C:12]([CH3:14])[CH:13]=[C:8]([CH3:46])[C:9]=1[C:16]1[C:17]([CH3:37])=[N:18][N:19]2[C:24]3[N:25]([C:47](=[O:51])[CH2:48][CH2:49][CH3:50])[CH2:26][CH2:27][C:23]=3[C:22]([CH3:28])=[N:21][C:20]=12. The yield is 0.420. (2) The catalyst is N1C=CC=CC=1. The yield is 0.820. The product is [NH2:15][C:11]1[N:10]=[C:9]([C:16]2[CH:17]=[N:18][CH:19]=[CH:20][CH:21]=2)[C:8]([C:7]2[CH:6]=[CH:5][N:4]=[CH:3][C:2]=2[F:1])=[CH:13][C:12]=1[NH:14][C:25]([CH:22]1[CH2:24][CH2:23]1)=[O:26]. The reactants are [F:1][C:2]1[CH:3]=[N:4][CH:5]=[CH:6][C:7]=1[C:8]1[C:9]([C:16]2[CH:17]=[N:18][CH:19]=[CH:20][CH:21]=2)=[N:10][C:11]([NH2:15])=[C:12]([NH2:14])[CH:13]=1.[CH:22]1([C:25](C(Cl)=O)=[O:26])[CH2:24][CH2:23]1. (3) The reactants are [OH:1][CH2:2][C@:3]([NH:15]C(=O)OC(C)(C)C)([C:5]1[CH:10]=[CH:9][CH:8]=[C:7]([C:11]([F:14])([F:13])[F:12])[CH:6]=1)[CH3:4].[Cl:23]S([N:27]=[C:28]=[O:29])(=O)=O.O.C(=O)([O-])O.[Na+]. The catalyst is C(#N)C. The product is [ClH:23].[C:28](=[O:29])([O:1][CH2:2][C@:3]([NH2:15])([C:5]1[CH:10]=[CH:9][CH:8]=[C:7]([C:11]([F:12])([F:13])[F:14])[CH:6]=1)[CH3:4])[NH2:27]. The yield is 0.900.